From a dataset of CYP1A2 inhibition data for predicting drug metabolism from PubChem BioAssay. Regression/Classification. Given a drug SMILES string, predict its absorption, distribution, metabolism, or excretion properties. Task type varies by dataset: regression for continuous measurements (e.g., permeability, clearance, half-life) or binary classification for categorical outcomes (e.g., BBB penetration, CYP inhibition). Dataset: cyp1a2_veith. The compound is COc1ccc(CONS(=O)(=O)c2ccc(NC(C)=O)cc2)cc1Cl. The result is 1 (inhibitor).